From a dataset of Forward reaction prediction with 1.9M reactions from USPTO patents (1976-2016). Predict the product of the given reaction. (1) Given the reactants [Cl:1][C:2]1[CH:10]=[CH:9][C:8]2[NH:7][C:6]3[CH2:11][CH2:12][N:13]4[CH:17]([C:5]=3[C:4]=2[CH:3]=1)[CH2:16][CH2:15][CH2:14]4.[H-].[Na+].[CH3:20][C:21]1([C:24]2[CH:25]=[N:26][CH:27]=[CH:28][CH:29]=2)[CH2:23][O:22]1, predict the reaction product. The product is: [Cl:1][C:2]1[CH:10]=[CH:9][C:8]2[N:7]([CH2:20][C:21]([C:24]3[CH:25]=[N:26][CH:27]=[CH:28][CH:29]=3)([OH:22])[CH3:23])[C:6]3[CH2:11][CH2:12][N:13]4[CH:17]([C:5]=3[C:4]=2[CH:3]=1)[CH2:16][CH2:15][CH2:14]4. (2) Given the reactants C[Si](C=[N+]=[N-])(C)C.C(O[C:13]([NH:15][CH:16]([CH:21]1[CH2:24][CH2:23][CH2:22]1)[CH2:17][C:18]([OH:20])=[O:19])=O)(C)(C)C.[F:25][C:26]1[CH:33]=[CH:32][C:29](C=O)=[CH:28][CH:27]=1.[C:34]([O-])(=O)C.[Na+].C([BH3-])#N.[Na+], predict the reaction product. The product is: [CH3:34][O:20][C:18](=[O:19])[CH2:17][CH:16]([CH:21]1[CH2:22][CH2:23][CH2:24]1)[NH:15][CH2:13][C:29]1[CH:32]=[CH:33][C:26]([F:25])=[CH:27][CH:28]=1. (3) Given the reactants [NH2:1][C@@H:2]([CH2:21][C:22]1[CH:27]=[CH:26][C:25]([C:28]([F:31])([F:30])[F:29])=[CH:24][CH:23]=1)[CH2:3][NH:4][C:5]1[S:6][C:7]([C:10]2[CH:15]=[C:14](F)[C:13]([N+:17]([O-])=O)=[CH:12][C:11]=2[F:20])=[N:8][N:9]=1.FC1C=C([N+]([O-])=O)C(F)=C[C:34]=1[C:43](O)=[O:44], predict the reaction product. The product is: [NH2:1][C@@H:2]([CH2:21][C:22]1[CH:27]=[CH:26][C:25]([C:28]([F:30])([F:31])[F:29])=[CH:24][CH:23]=1)[CH2:3][NH:4][C:5]1[S:6][C:7]([C:10]2[CH:15]=[C:14]3[C:13](=[CH:12][C:11]=2[F:20])[NH:17][C:43](=[O:44])[CH2:34]3)=[N:8][N:9]=1. (4) Given the reactants [H-].[Na+].[F:3][C:4]1[CH:15]=[CH:14][C:7]2[NH:8][C:9](=[O:13])[CH2:10][CH2:11][O:12][C:6]=2[CH:5]=1.I[CH:17]([CH3:19])[CH3:18], predict the reaction product. The product is: [F:3][C:4]1[CH:15]=[CH:14][C:7]2[N:8]([CH:17]([CH3:19])[CH3:18])[C:9](=[O:13])[CH2:10][CH2:11][O:12][C:6]=2[CH:5]=1. (5) Given the reactants Cl[C:2]1[N:10]=[C:9]2[C:5]([N:6]=[C:7]([CH2:12][CH2:13][N:14]3[CH2:23][CH2:22][C:17]4([CH2:20][CH:19]([OH:21])[CH2:18]4)[CH2:16][CH2:15]3)[N:8]2[CH3:11])=[C:4]([N:24]2[CH2:29][CH2:28][O:27][CH2:26][CH2:25]2)[N:3]=1.[CH2:30]([C:32]1[NH:33][C:34]2[CH:40]=[CH:39][CH:38]=[CH:37][C:35]=2[N:36]=1)[CH3:31].CC(C1C=C(C(C)C)C(C2C=CC=CC=2P(C2CCCCC2)C2CCCCC2)=C(C(C)C)C=1)C.C([O-])([O-])=O.[Cs+].[Cs+], predict the reaction product. The product is: [CH2:30]([C:32]1[N:33]([C:2]2[N:10]=[C:9]3[C:5]([N:6]=[C:7]([CH2:12][CH2:13][N:14]4[CH2:15][CH2:16][C:17]5([CH2:20][CH:19]([OH:21])[CH2:18]5)[CH2:22][CH2:23]4)[N:8]3[CH3:11])=[C:4]([N:24]3[CH2:29][CH2:28][O:27][CH2:26][CH2:25]3)[N:3]=2)[C:34]2[CH:40]=[CH:39][CH:38]=[CH:37][C:35]=2[N:36]=1)[CH3:31]. (6) Given the reactants Cl[C:2]1[CH:7]=[N:6][CH:5]=[C:4]([O:8][C:9]2[C:10]3[CH2:11][CH2:12][C:13](=[O:18])[C:14]=3[CH:15]=[CH:16][CH:17]=2)[N:3]=1.[CH3:19][O:20][C:21]1[CH:22]=[C:23]([CH:25]=[C:26]([O:30][CH3:31])[C:27]=1[O:28][CH3:29])[NH2:24], predict the reaction product. The product is: [CH3:31][O:30][C:26]1[CH:25]=[C:23]([NH:24][C:2]2[CH:7]=[N:6][CH:5]=[C:4]([O:8][C:9]3[C:10]4[CH2:11][CH2:12][C:13](=[O:18])[C:14]=4[CH:15]=[CH:16][CH:17]=3)[N:3]=2)[CH:22]=[C:21]([O:20][CH3:19])[C:27]=1[O:28][CH3:29]. (7) Given the reactants [F:1][C:2]1[CH:3]=[C:4]([C:8]2[N:9]=[C:10]([N:18]3[CH2:23][CH2:22][N:21]([C:24]([O:26][C:27]([CH3:30])([CH3:29])[CH3:28])=[O:25])[CH2:20][CH2:19]3)[C:11]3[O:12][CH2:13][CH2:14][NH:15][C:16]=3[N:17]=2)[CH:5]=[CH:6][CH:7]=1.C(N(CC)CC)C.ClC(Cl)(O[C:42](=[O:48])OC(Cl)(Cl)Cl)Cl.[N:50]1[CH:55]=[CH:54][C:53]([NH2:56])=[CH:52][CH:51]=1, predict the reaction product. The product is: [F:1][C:2]1[CH:3]=[C:4]([C:8]2[N:9]=[C:10]([N:18]3[CH2:19][CH2:20][N:21]([C:24]([O:26][C:27]([CH3:30])([CH3:29])[CH3:28])=[O:25])[CH2:22][CH2:23]3)[C:11]3[O:12][CH2:13][CH2:14][N:15]([C:42](=[O:48])[NH:56][C:53]4[CH:54]=[CH:55][N:50]=[CH:51][CH:52]=4)[C:16]=3[N:17]=2)[CH:5]=[CH:6][CH:7]=1. (8) Given the reactants [CH2:1]([NH:8][C:9]1[N:13]([CH2:14][CH2:15][CH2:16][N:17]2[C:21]([NH:22][CH2:23][C:24]3[CH:29]=[CH:28][CH:27]=[CH:26][CH:25]=3)=[C:20]([N+:30]([O-:32])=[O:31])[C:19](Br)=[N:18]2)[N:12]=[C:11](Br)[C:10]=1[N+:35]([O-:37])=[O:36])[C:2]1[CH:7]=[CH:6][CH:5]=[CH:4][CH:3]=1.[C:38]1(OB(O)O)[CH:43]=[CH:42][CH:41]=[CH:40][CH:39]=1.C(=O)([O-])[O-].[K+].[K+], predict the reaction product. The product is: [CH2:1]([NH:8][C:9]1[N:13]([CH2:14][CH2:15][CH2:16][N:17]2[C:21]([NH:22][CH2:23][C:24]3[CH:29]=[CH:28][CH:27]=[CH:26][CH:25]=3)=[C:20]([N+:30]([O-:32])=[O:31])[C:19]([C:38]3[CH:43]=[CH:42][CH:41]=[CH:40][CH:39]=3)=[N:18]2)[N:12]=[C:11]([C:2]2[CH:7]=[CH:6][CH:5]=[CH:4][CH:3]=2)[C:10]=1[N+:35]([O-:37])=[O:36])[C:2]1[CH:7]=[CH:6][CH:5]=[CH:4][CH:3]=1.